The task is: Predict the reactants needed to synthesize the given product.. This data is from Full USPTO retrosynthesis dataset with 1.9M reactions from patents (1976-2016). (1) Given the product [Cl:1][C:2]1[N:7]=[CH:6][C:5]([CH:8]([C:16]2[CH:17]=[CH:18][CH:19]=[CH:20][CH:21]=2)[C:9]([CH3:15])([CH3:14])[C:10]([OH:12])=[O:11])=[CH:4][CH:3]=1, predict the reactants needed to synthesize it. The reactants are: [Cl:1][C:2]1[N:7]=[CH:6][C:5]([CH:8]([C:16]2[CH:21]=[CH:20][CH:19]=[CH:18][CH:17]=2)[C:9]([CH3:15])([CH3:14])[C:10]([O:12]C)=[O:11])=[CH:4][CH:3]=1.O.[OH-].[Li+].O. (2) Given the product [Br:10][C:7]1[CH:8]=[CH:9][C:4]([CH:2]([OH:3])[CH3:1])=[CH:5][CH:6]=1, predict the reactants needed to synthesize it. The reactants are: [CH3:1][C:2]([C:4]1[CH:9]=[CH:8][C:7]([Br:10])=[CH:6][CH:5]=1)=[O:3].[BH4-].[Na+].C(O)C.CC(C)=O. (3) Given the product [C:19]([NH2:21])(=[O:20])[CH2:18][CH2:17][CH3:16].[F:2][C:3]1[C:8]([O:9][CH3:10])=[CH:7][CH:6]=[CH:5][C:4]=1[C:11]1[O:15][N:14]=[C:13]([CH2:16][CH2:17][C@@:18]([CH3:33])([S:29]([CH3:32])(=[O:31])=[O:30])[C:19]([NH:21][OH:22])=[O:20])[CH:12]=1, predict the reactants needed to synthesize it. The reactants are: Cl.[F:2][C:3]1[C:8]([O:9][CH3:10])=[CH:7][CH:6]=[CH:5][C:4]=1[C:11]1[O:15][N:14]=[C:13]([CH2:16][CH2:17][C@@:18]([CH3:33])([S:29]([CH3:32])(=[O:31])=[O:30])[C:19]([NH:21][O:22]C2CCCCO2)=[O:20])[CH:12]=1. (4) Given the product [F:18][C:15]([F:16])([F:17])[CH2:14][O:13][CH2:12][C:9]1[CH:10]=[CH:11][C:6]([NH2:5])=[N:7][CH:8]=1, predict the reactants needed to synthesize it. The reactants are: CC(C)(C)C([NH:5][C:6]1[CH:11]=[CH:10][C:9]([CH2:12][O:13][CH2:14][C:15]([F:18])([F:17])[F:16])=[CH:8][N:7]=1)=O.[OH-].[Na+]. (5) Given the product [C:2]([O:4][C:5](=[O:6])[NH:7][C:8]([C:10]1[O:11][N:66]=[C:65]([NH2:67])[N:64]=1)([CH3:13])[CH3:9])([CH3:14])([CH3:3])[CH3:1], predict the reactants needed to synthesize it. The reactants are: [CH3:1][C:2]([CH3:14])([O:4][C:5]([NH:7][C:8]([CH3:13])([C:10](O)=[O:11])[CH3:9])=[O:6])[CH3:3].F[P-](F)(F)(F)(F)F.N1(O[P+](N2CCCC2)(N2CCCC2)N2CCCC2)C2C=CC=CC=2N=N1.CCN(C(C)C)C(C)C.O.S(O)(O)(=O)=O.O[NH:64][C:65]([NH2:67])=[NH:66]. (6) Given the product [Br:19][C:16]1[CH:17]=[CH:18][C:13]([C:9]2[S:10][CH:11]=[CH:12][C:8]=2[NH2:7])=[CH:14][CH:15]=1, predict the reactants needed to synthesize it. The reactants are: C(OC(=O)[NH:7][C:8]1[CH:12]=[CH:11][S:10][C:9]=1[C:13]1[CH:18]=[CH:17][C:16]([Br:19])=[CH:15][CH:14]=1)(C)(C)C.Cl.CC(O)C.[OH-].[Na+]. (7) Given the product [S:22]([C:25]1[CH:30]=[CH:29][C:28]([CH3:31])=[CH:27][CH:26]=1)([OH:24])(=[O:23])=[O:21].[CH3:1][CH:2]1[N:6]([CH3:20])[C:5]2[CH:7]=[CH:8][C:9]([S:11]([N:14]3[CH2:19][CH2:18][CH2:17][CH2:16][CH2:15]3)(=[O:12])=[O:13])=[CH:10][C:4]=2[S:3]1, predict the reactants needed to synthesize it. The reactants are: [CH3:1][C:2]1[S:3][C:4]2[CH:10]=[C:9]([S:11]([N:14]3[CH2:19][CH2:18][CH2:17][CH2:16][CH2:15]3)(=[O:13])=[O:12])[CH:8]=[CH:7][C:5]=2[N:6]=1.[CH3:20][O:21][S:22]([C:25]1[CH:30]=[CH:29][C:28]([CH3:31])=[CH:27][CH:26]=1)(=[O:24])=[O:23]. (8) Given the product [OH:16][CH:14]([CH3:15])[CH2:13][NH:1][C@H:2]([C:6]([OH:8])=[O:7])[CH:3]([CH3:5])[CH3:4], predict the reactants needed to synthesize it. The reactants are: [NH2:1][C@H:2]([C:6]([OH:8])=[O:7])[CH:3]([CH3:5])[CH3:4].S(Cl)(Cl)=O.[CH2:13]1[O:16][CH:14]1[CH3:15]. (9) Given the product [Br:1][C:2]1[CH:7]=[CH:6][C:5]([C:8]2[N:31]=[C:25]([CH:20]3[CH2:21][CH2:22][CH2:23][CH2:24]3)[N:10]([OH:11])[C:9]=2[C:12]2[CH:13]=[CH:14][NH:15][C:27](=[O:30])[CH:28]=2)=[CH:4][CH:3]=1, predict the reactants needed to synthesize it. The reactants are: [Br:1][C:2]1[CH:7]=[CH:6][C:5]([C:8](=O)[C:9]([C:12]2C=C[N:15]=[C:14](F)[CH:13]=2)=[N:10][OH:11])=[CH:4][CH:3]=1.[CH:20]1([CH:25]=O)[CH2:24][CH2:23][CH2:22][CH2:21]1.[C:27]([O-:30])(=O)[CH3:28].[NH4+:31].